This data is from Full USPTO retrosynthesis dataset with 1.9M reactions from patents (1976-2016). The task is: Predict the reactants needed to synthesize the given product. (1) Given the product [CH:5]([C:6]1[CH:7]=[C:8]([CH:11]=[CH:12][N:13]=1)[C:9]#[N:10])=[O:4], predict the reactants needed to synthesize it. The reactants are: [Se](=O)=O.[OH:4][CH2:5][C:6]1[CH:7]=[C:8]([CH:11]=[CH:12][N:13]=1)[C:9]#[N:10].ClCCl. (2) Given the product [CH:15]([N:11]([CH:12]([CH3:13])[CH3:14])[CH2:10][CH2:9][CH:8]([C:6]1[CH:7]=[C:2]([CH3:1])[CH:3]=[CH:4][C:5]=1[O:24][C:28](=[O:29])[CH2:27][N:26]([CH3:31])[CH3:25])[C:18]1[CH:19]=[CH:20][CH:21]=[CH:22][CH:23]=1)([CH3:17])[CH3:16], predict the reactants needed to synthesize it. The reactants are: [CH3:1][C:2]1[CH:3]=[CH:4][C:5]([OH:24])=[C:6]([C@@H:8]([C:18]2[CH:19]=[CH:20][CH:21]=[CH:22][CH:23]=2)[CH2:9][CH2:10][N:11]([CH:15]([CH3:17])[CH3:16])[CH:12]([CH3:14])[CH3:13])[CH:7]=1.[CH3:25][N:26]([CH3:31])[CH2:27][C:28](O)=[O:29].